From a dataset of Forward reaction prediction with 1.9M reactions from USPTO patents (1976-2016). Predict the product of the given reaction. (1) Given the reactants [C:1]([N:4]1[CH2:18][C:15]2([CH2:17][CH2:16]2)[C:14]2[C:13]3[C:8](=[CH:9][CH:10]=[CH:11][CH:12]=3)[NH:7][C:6]=2[CH:5]1[C:19]1[CH:24]=[CH:23][CH:22]=[C:21]([F:25])[CH:20]=1)(=O)[CH3:2].Cl.[OH-].[Na+], predict the reaction product. The product is: [CH2:1]([N:4]1[CH2:18][C:15]2([CH2:17][CH2:16]2)[C:14]2[C:13]3[C:8](=[CH:9][CH:10]=[CH:11][CH:12]=3)[NH:7][C:6]=2[CH:5]1[C:19]1[CH:24]=[CH:23][CH:22]=[C:21]([F:25])[CH:20]=1)[CH3:2]. (2) Given the reactants [CH2:1]([NH:3][C:4]([NH:6][C:7]1[S:8][C:9]2[C:15]([C:16]3[CH:21]=[C:20]([CH3:22])[CH:19]=[CH:18][N:17]=3)=[CH:14][C:13]([OH:23])=[CH:12][C:10]=2[N:11]=1)=[O:5])[CH3:2].N1C=CC=CC=1.[F:30][C:31]([F:44])([F:43])[S:32](O[S:32]([C:31]([F:44])([F:43])[F:30])(=[O:34])=[O:33])(=[O:34])=[O:33], predict the reaction product. The product is: [CH2:1]([NH:3][C:4](=[O:5])[NH:6][C:7]1[S:8][C:9]2[C:15]([C:16]3[CH:21]=[C:20]([CH3:22])[CH:19]=[CH:18][N:17]=3)=[CH:14][C:13]([O:23][S:32]([C:31]([F:44])([F:43])[F:30])(=[O:34])=[O:33])=[CH:12][C:10]=2[N:11]=1)[CH3:2]. (3) The product is: [OH:52][C@H:49]1[CH2:50][CH2:51][C@H:46]([C:38]2[CH:37]=[CH:36][C:35]([NH:34][C:2]3[C:7]([C:8]([F:10])([F:9])[F:11])=[CH:6][N:5]=[C:4]([NH:12][C:13]4[CH:33]=[CH:32][C:16]([CH2:17][P:18](=[O:31])([O:25][CH2:26][C:27]([F:29])([F:30])[F:28])[O:19][CH2:20][C:21]([F:23])([F:24])[F:22])=[CH:15][CH:14]=4)[N:3]=3)=[C:43]3[C:39]=2[CH2:40][N:41]([CH3:45])[C:42]3=[O:44])[CH2:47][CH2:48]1. Given the reactants Cl[C:2]1[C:7]([C:8]([F:11])([F:10])[F:9])=[CH:6][N:5]=[C:4]([NH:12][C:13]2[CH:33]=[CH:32][C:16]([CH2:17][P:18](=[O:31])([O:25][CH2:26][C:27]([F:30])([F:29])[F:28])[O:19][CH2:20][C:21]([F:24])([F:23])[F:22])=[CH:15][CH:14]=2)[N:3]=1.[NH2:34][C:35]1[CH:36]=[CH:37][C:38]([CH:46]2[CH2:51][CH2:50][CH:49]([OH:52])[CH2:48][CH2:47]2)=[C:39]2[C:43]=1[C:42](=[O:44])[N:41]([CH3:45])[CH2:40]2, predict the reaction product. (4) Given the reactants [CH2:1]([O:8][C:9]1[CH:10]=[CH:11][C:12]([Br:30])=[C:13]([C:15]2[CH2:19][C:18]([CH2:25][C:26]([O:28]C)=[O:27])([CH2:20][C:21]([O:23]C)=[O:22])[O:17][N:16]=2)[CH:14]=1)[C:2]1[CH:7]=[CH:6][CH:5]=[CH:4][CH:3]=1.C1COCC1.[OH-].[Na+].Cl, predict the reaction product. The product is: [CH2:1]([O:8][C:9]1[CH:10]=[CH:11][C:12]([Br:30])=[C:13]([C:15]2[CH2:19][C:18]([CH2:25][C:26]([OH:28])=[O:27])([CH2:20][C:21]([OH:23])=[O:22])[O:17][N:16]=2)[CH:14]=1)[C:2]1[CH:3]=[CH:4][CH:5]=[CH:6][CH:7]=1.